This data is from Forward reaction prediction with 1.9M reactions from USPTO patents (1976-2016). The task is: Predict the product of the given reaction. (1) Given the reactants C(NC(C)C)(C)C.C([Li])CCC.[CH:13]1([C:22]([O:24][CH2:25][CH3:26])=[O:23])[C:21]2[C:16](=[CH:17][CH:18]=[CH:19][CH:20]=2)[CH2:15][CH2:14]1.[CH2:27]=[O:28], predict the reaction product. The product is: [OH:28][CH2:27][C:13]1([C:22]([O:24][CH2:25][CH3:26])=[O:23])[C:21]2[C:16](=[CH:17][CH:18]=[CH:19][CH:20]=2)[CH2:15][CH2:14]1. (2) Given the reactants [F:1][C:2]1[CH:3]=[C:4]2[C:8](=[CH:9][CH:10]=1)[NH:7][CH:6]=[C:5]2[CH2:11][CH2:12][CH2:13][NH:14][CH2:15][CH:16]1[O:25][C:24]2[C:19](=[CH:20][CH:21]=[C:22]3[N:28]=[C:27]([CH3:29])[O:26][C:23]3=2)[O:18][CH2:17]1.C=O.[C:32]([BH3-])#N.[Na+].C(O)(=O)C, predict the reaction product. The product is: [F:1][C:2]1[CH:3]=[C:4]2[C:8](=[CH:9][CH:10]=1)[NH:7][CH:6]=[C:5]2[CH2:11][CH2:12][CH2:13][N:14]([CH3:32])[CH2:15][CH:16]1[CH2:17][O:18][C:19]2[CH:20]=[CH:21][C:22]3[N:28]=[C:27]([CH3:29])[O:26][C:23]=3[C:24]=2[O:25]1. (3) Given the reactants [C:1](=[O:19])([O:12][C@@H:13]([CH3:18])[C:14]([F:17])([F:16])[F:15])OC1C=CC([N+]([O-])=O)=CC=1.[CH3:20][O:21][C@:22]12[CH2:29][N:28]([C:30]([O:32][C:33]([CH3:36])([CH3:35])[CH3:34])=[O:31])[CH2:27][C@H:23]1[NH:24][CH2:25][CH2:26]2, predict the reaction product. The product is: [CH3:20][O:21][C@:22]12[CH2:29][N:28]([C:30]([O:32][C:33]([CH3:36])([CH3:35])[CH3:34])=[O:31])[CH2:27][C@H:23]1[N:24]([C:1]([O:12][C@@H:13]([CH3:18])[C:14]([F:15])([F:16])[F:17])=[O:19])[CH2:25][CH2:26]2. (4) Given the reactants [CH2:1]([O:8][C:9](=[O:33])[NH:10][C@@H:11]([CH2:26][C:27]1[CH:32]=[CH:31][CH:30]=[CH:29][CH:28]=1)[CH2:12][NH:13][C:14](=[O:25])[C@H:15]([NH:17]C(OC(C)(C)C)=O)[CH3:16])[C:2]1[CH:7]=[CH:6][CH:5]=[CH:4][CH:3]=1.CO.C(O)(C(F)(F)F)=O, predict the reaction product. The product is: [CH2:1]([O:8][C:9](=[O:33])[NH:10][C@@H:11]([CH2:26][C:27]1[CH:32]=[CH:31][CH:30]=[CH:29][CH:28]=1)[CH2:12][NH:13][C:14](=[O:25])[C@@H:15]([CH3:16])[NH2:17])[C:2]1[CH:7]=[CH:6][CH:5]=[CH:4][CH:3]=1.